Dataset: Reaction yield outcomes from USPTO patents with 853,638 reactions. Task: Predict the reaction yield, written as a fraction of the theoretical maximum amount of product (1.0 means a 100% yield; for example, 0.34 means a 34% yield). (1) The reactants are [CH3:1][C:2]1[C:7]([O:8][C:9]2[CH:14]=[CH:13][N:12]=[C:11]([C:15]3[CH:16]=[N:17][N:18]([CH3:20])[CH:19]=3)[CH:10]=2)=[CH:6][N:5]=[C:4]([N+:21]([O-])=O)[CH:3]=1.[NH4+].[Cl-]. The catalyst is CO.C1COCC1.CCOC(C)=O.[Zn]. The product is [CH3:1][C:2]1[C:7]([O:8][C:9]2[CH:14]=[CH:13][N:12]=[C:11]([C:15]3[CH:16]=[N:17][N:18]([CH3:20])[CH:19]=3)[CH:10]=2)=[CH:6][N:5]=[C:4]([NH2:21])[CH:3]=1. The yield is 0.670. (2) The reactants are [Si]([O:8][C:9]1[C:16]([CH2:17][CH2:18][CH3:19])=[CH:15][C:12]([CH:13]=O)=[CH:11][C:10]=1[N+:20]([O-:22])=[O:21])(C(C)(C)C)(C)C.[C:23]1([C:29](=O)[CH2:30][C:31]2[CH:36]=[CH:35][CH:34]=[CH:33][CH:32]=2)[CH:28]=[CH:27][CH:26]=[CH:25][CH:24]=1.[NH2:38][C:39]([NH2:41])=[O:40].Cl. The catalyst is C(O)C. The product is [OH:8][C:9]1[C:16]([CH2:17][CH2:18][CH3:19])=[CH:15][C:12]([CH:13]2[C:30]([C:31]3[CH:36]=[CH:35][CH:34]=[CH:33][CH:32]=3)=[C:29]([C:23]3[CH:28]=[CH:27][CH:26]=[CH:25][CH:24]=3)[NH:41][C:39](=[O:40])[NH:38]2)=[CH:11][C:10]=1[N+:20]([O-:22])=[O:21]. The yield is 0.160. (3) The reactants are C([Cl:4])(=O)C.[CH3:5][S:6]([C:9]1[CH:33]=[CH:32][C:12]([CH2:13][C:14]2[N:18]=[C:17]([CH:19]3[CH2:24][CH2:23][N:22](C(OC(C)(C)C)=O)[CH2:21][CH2:20]3)[O:16][N:15]=2)=[CH:11][CH:10]=1)(=[O:8])=[O:7]. The catalyst is CO. The product is [ClH:4].[CH3:5][S:6]([C:9]1[CH:10]=[CH:11][C:12]([CH2:13][C:14]2[N:18]=[C:17]([CH:19]3[CH2:24][CH2:23][NH:22][CH2:21][CH2:20]3)[O:16][N:15]=2)=[CH:32][CH:33]=1)(=[O:7])=[O:8]. The yield is 0.970. (4) The reactants are [N:1]([C:4]1[C:9](Cl)=[CH:8][N:7]=[CH:6][C:5]=1/[CH:11]=[N:12]/[C:13]1[C:20]([Cl:21])=[CH:19][C:16]([C:17]#[N:18])=[CH:15][C:14]=1[Cl:22])=[N+:2]=[N-:3].N(C1C([Br:32])=CN=CC=1C=O)=[N+]=[N-].NC1C(Cl)=CC(C#N)=CC=1Cl. No catalyst specified. The product is [N:1]([C:4]1[C:9]([Br:32])=[CH:8][N:7]=[CH:6][C:5]=1/[CH:11]=[N:12]/[C:13]1[C:20]([Cl:21])=[CH:19][C:16]([C:17]#[N:18])=[CH:15][C:14]=1[Cl:22])=[N+:2]=[N-:3]. The yield is 1.00. (5) The reactants are [NH2:1][C@@H:2]([C:6]([OH:8])=[O:7])[C@H:3]([CH3:5])[OH:4].C([O-])(O)=O.[Na+].[CH2:14]([O:22][C:23](N1C=CC=CC1=O)=[O:24])[CH2:15][C:16]1[CH:21]=[CH:20][CH:19]=[CH:18][CH:17]=1. The catalyst is O.C1COCC1. The product is [OH:4][C@@H:3]([CH3:5])[C@@H:2]([NH:1][C:23]([O:22][CH2:14][CH2:15][C:16]1[CH:21]=[CH:20][CH:19]=[CH:18][CH:17]=1)=[O:24])[C:6]([OH:8])=[O:7]. The yield is 0.890. (6) The reactants are C(Cl)(=O)C(Cl)=O.[Cl:7][C:8]1[C:9]([CH3:37])=[C:10]([CH2:14][N:15]2[C:19]3[CH:20]=[C:21]([N:27]4[CH2:32][CH2:31][O:30][CH2:29][CH2:28]4)[CH:22]=[C:23]([C:24](O)=O)[C:18]=3[N:17]=[C:16]2[C:33]([F:36])([F:35])[F:34])[CH:11]=[CH:12][CH:13]=1.COC(OC)[N:41]([CH3:43])C.O.[NH2:47][NH2:48]. The catalyst is ClCCl. The product is [Cl:7][C:8]1[C:9]([CH3:37])=[C:10]([CH2:14][N:15]2[C:19]3[CH:20]=[C:21]([N:27]4[CH2:32][CH2:31][O:30][CH2:29][CH2:28]4)[CH:22]=[C:23]([C:24]4[N:41]=[CH:43][NH:48][N:47]=4)[C:18]=3[N:17]=[C:16]2[C:33]([F:35])([F:34])[F:36])[CH:11]=[CH:12][CH:13]=1. The yield is 0.199. (7) The reactants are [CH:1]1([C:4]([N:6]2[CH2:10][CH2:9][C@@H:8]([CH2:11][C:12]3[N:13]([C:18]4[CH:23]=[CH:22][C:21](B5OC(C)(C)C(C)(C)O5)=[CH:20][C:19]=4[F:33])[C:14](=[O:17])[NH:15][N:16]=3)[CH2:7]2)=[O:5])[CH2:3][CH2:2]1.Br[C:35]1[CH:36]=[CH:37][C:38]2[S:42][CH:41]=[N:40][C:39]=2[CH:43]=1.C(=O)([O-])[O-].[K+].[K+]. The catalyst is O1CCOCC1.C1C=CC(P(C2C=CC=CC=2)[C-]2C=CC=C2)=CC=1.C1C=CC(P(C2C=CC=CC=2)[C-]2C=CC=C2)=CC=1.Cl[Pd]Cl.[Fe+2].ClCCl. The product is [S:42]1[C:38]2[CH:37]=[CH:36][C:35]([C:21]3[CH:22]=[CH:23][C:18]([N:13]4[C:12]([CH2:11][C@@H:8]5[CH2:9][CH2:10][N:6]([C:4]([CH:1]6[CH2:3][CH2:2]6)=[O:5])[CH2:7]5)=[N:16][NH:15][C:14]4=[O:17])=[C:19]([F:33])[CH:20]=3)=[CH:43][C:39]=2[N:40]=[CH:41]1. The yield is 0.390.